Dataset: Forward reaction prediction with 1.9M reactions from USPTO patents (1976-2016). Task: Predict the product of the given reaction. (1) Given the reactants [CH3:1][CH:2]([OH:4])[CH3:3].C(N(CC)CC)C.[CH2:12]([S:14](Cl)(=[O:16])=[O:15])[CH3:13], predict the reaction product. The product is: [CH:2]([O:4][S:14]([CH2:12][CH3:13])(=[O:16])=[O:15])([CH3:3])[CH3:1]. (2) Given the reactants [Na].[C:2]([O:12]CC)(=[O:11])[CH2:3][C:4]([C:6]([O:8]CC)=O)=O.[OH-].[Na+].Cl.[Cl:18][C:19]1[CH:24]=[CH:23][C:22]([C:25](=[NH:27])[NH2:26])=[CH:21][CH:20]=1.Cl, predict the reaction product. The product is: [Cl:18][C:19]1[CH:24]=[CH:23][C:22]([C:25]2[NH:27][C:6](=[O:8])[CH:4]=[C:3]([C:2]([OH:12])=[O:11])[N:26]=2)=[CH:21][CH:20]=1. (3) Given the reactants [C:1]([C:6]1[S:10][C:9]([CH2:11][CH3:12])=[C:8]([CH:13]([NH:20][C:21]2[CH:30]=[CH:29][C:24]([C:25]([O:27]C)=[O:26])=[CH:23][CH:22]=2)[CH:14]2[CH2:19][CH2:18][CH2:17][CH2:16][CH2:15]2)[CH:7]=1)(=[O:5])[CH2:2][CH2:3][CH3:4].O1CCCC1.[OH-].[Na+], predict the reaction product. The product is: [C:1]([C:6]1[S:10][C:9]([CH2:11][CH3:12])=[C:8]([CH:13]([NH:20][C:21]2[CH:30]=[CH:29][C:24]([C:25]([OH:27])=[O:26])=[CH:23][CH:22]=2)[CH:14]2[CH2:19][CH2:18][CH2:17][CH2:16][CH2:15]2)[CH:7]=1)(=[O:5])[CH2:2][CH2:3][CH3:4].